Dataset: Forward reaction prediction with 1.9M reactions from USPTO patents (1976-2016). Task: Predict the product of the given reaction. (1) Given the reactants [F:1][C:2]1[CH:7]=[CH:6][C:5]([CH2:8][C:9]#[N:10])=[CH:4][C:3]=1[O:11][CH2:12][C:13]([F:16])([F:15])[F:14].[NH4+].[OH-], predict the reaction product. The product is: [F:1][C:2]1[CH:7]=[CH:6][C:5]([CH2:8][CH2:9][NH2:10])=[CH:4][C:3]=1[O:11][CH2:12][C:13]([F:14])([F:16])[F:15]. (2) Given the reactants C(O[BH-](OC(=O)C)OC(=O)C)(=O)C.[Na+].[CH3:15][NH:16][CH2:17][CH2:18][C:19]1[CH:32]=[CH:31][C:22]([O:23][C:24]2[CH:29]=[CH:28][C:27]([OH:30])=[CH:26][CH:25]=2)=[CH:21][CH:20]=1.[CH:33](=O)[C:34]1[CH:39]=[CH:38][CH:37]=[CH:36][CH:35]=1.C(O)(=O)C, predict the reaction product. The product is: [CH2:33]([N:16]([CH3:15])[CH2:17][CH2:18][C:19]1[CH:20]=[CH:21][C:22]([O:23][C:24]2[CH:29]=[CH:28][C:27]([OH:30])=[CH:26][CH:25]=2)=[CH:31][CH:32]=1)[C:34]1[CH:39]=[CH:38][CH:37]=[CH:36][CH:35]=1. (3) The product is: [CH3:37][N:39]([CH3:40])[C:1]([N:24]1[CH2:23][CH2:22][C:21]([CH2:20][CH2:19][N:18]2[CH:16]3[CH2:15][CH2:14][CH:13]2[CH2:12][CH:11]([N:10]2[C:9]4[CH:33]=[CH:34][CH:35]=[CH:36][C:8]=4[N:7]=[C:6]2[CH3:5])[CH2:17]3)([C:27]2[CH:32]=[CH:31][CH:30]=[CH:29][CH:28]=2)[CH2:26][CH2:25]1)=[O:2]. Given the reactants [C:1](Cl)(Cl)=[O:2].[CH3:5][C:6]1[N:10]([CH:11]2[CH2:17][CH:16]3[N:18]([CH2:19][CH2:20][C:21]4([C:27]5[CH:32]=[CH:31][CH:30]=[CH:29][CH:28]=5)[CH2:26][CH2:25][NH:24][CH2:23][CH2:22]4)[CH:13]([CH2:14][CH2:15]3)[CH2:12]2)[C:9]2[CH:33]=[CH:34][CH:35]=[CH:36][C:8]=2[N:7]=1.[CH2:37]([N:39](CC)[CH2:40]C)C, predict the reaction product. (4) Given the reactants [Cl:1][C:2]1[CH:3]=[C:4]([C:12]#[C:13][Si](C)(C)C)[CH:5]=[CH:6][C:7]=1[O:8][CH:9]([F:11])[F:10].C([O-])([O-])=O.[K+].[K+], predict the reaction product. The product is: [Cl:1][C:2]1[CH:3]=[C:4]([C:12]#[CH:13])[CH:5]=[CH:6][C:7]=1[O:8][CH:9]([F:10])[F:11]. (5) Given the reactants C1C(=O)NC(=O)N([C@@H]2O[C@H](COP(OP(O)(O)=O)(O)=O)[C@@H](O)[C@H]2O)C=1.OC1O[C@H](CON=[N+]=[N-])[C@@H](O)[C@H](O)[C@H]1NC(C)=O.CC([NH:47][C@H:48]1[C@@H:53]([O:54][P:55]([O:58][P:59]([O:62][CH2:63][C@H:64]2[O:68][C@@H:67]([N:69]3[C:75](=[O:76])[NH:74][C:72](=[O:73])[CH:71]=[CH:70]3)[C@H:66]([OH:77])[C@@H:65]2[OH:78])([OH:61])=[O:60])([OH:57])=[O:56])[O:52][C@H:51]([CH2:79][OH:80])[C@@H:50]([OH:81])[C@@H:49]1[OH:82])=O, predict the reaction product. The product is: [CH:71]1[C:72](=[O:73])[NH:74][C:75](=[O:76])[N:69]([C@@H:67]2[O:68][C@H:64]([CH2:63][O:62][P:59]([O:58][P:55]([O:54][C@H:53]3[O:52][C@H:51]([CH2:79][OH:80])[C@@H:50]([OH:81])[C@H:49]([OH:82])[C@H:48]3[NH2:47])([OH:57])=[O:56])([OH:61])=[O:60])[C@@H:65]([OH:78])[C@H:66]2[OH:77])[CH:70]=1. (6) The product is: [CH3:9][S:8][C:4]1[N:3]=[C:2]([C:18]#[C:17][C:19]2[CH:24]=[CH:23][N:22]=[C:21]([S:25][CH3:26])[N:20]=2)[CH:7]=[CH:6][N:5]=1. Given the reactants I[C:2]1[CH:7]=[CH:6][N:5]=[C:4]([S:8][CH3:9])[N:3]=1.C(N(CC)CC)C.[C:17]([C:19]1[CH:24]=[CH:23][N:22]=[C:21]([S:25][CH3:26])[N:20]=1)#[CH:18].C(OCC)(=O)C, predict the reaction product. (7) Given the reactants [C:1]([C:5]1[CH:6]=[C:7]2[C:12](=[CH:13][CH:14]=1)[C:11](=[O:15])[N:10]([C:16]1[C:17]([CH2:44][OH:45])=[C:18]([N:22]3[CH:26]=[C:25]([C:27]#[N:28])[C:24]([NH:29][C:30]4[CH:35]=[CH:34][C:33]([C:36]([N:38]5[CH2:43][CH2:42][O:41][CH2:40][CH2:39]5)=[O:37])=[CH:32][CH:31]=4)=[N:23]3)[CH:19]=[CH:20][CH:21]=1)[N:9]=[CH:8]2)([CH3:4])([CH3:3])[CH3:2].C1C[O:49]CC1, predict the reaction product. The product is: [C:1]([C:5]1[CH:6]=[C:7]2[C:12](=[CH:13][CH:14]=1)[C:11](=[O:15])[N:10]([C:16]1[C:17]([CH2:44][OH:45])=[C:18]([N:22]3[CH:26]=[C:25]([C:27]([NH2:28])=[O:49])[C:24]([NH:29][C:30]4[CH:35]=[CH:34][C:33]([C:36]([N:38]5[CH2:39][CH2:40][O:41][CH2:42][CH2:43]5)=[O:37])=[CH:32][CH:31]=4)=[N:23]3)[CH:19]=[CH:20][CH:21]=1)[N:9]=[CH:8]2)([CH3:4])([CH3:2])[CH3:3].